Predict the reactants needed to synthesize the given product. From a dataset of Full USPTO retrosynthesis dataset with 1.9M reactions from patents (1976-2016). (1) The reactants are: C(N(CC)CC)C.[CH2:8]([N:10]=[C:11]=[O:12])[CH3:9].[C:13]([C:17]1[CH:18]=[C:19]([C:27](=[O:29])[CH3:28])[CH:20]=[C:21]([O:24][CH2:25][CH3:26])[C:22]=1[OH:23])([CH3:16])([CH3:15])[CH3:14].[Br-:30].[Br-].[Br-].C([N+](CCCC)(CCCC)CCCC)CCC.C([N+](CCCC)(CCCC)CCCC)CCC.C([N+](CCCC)(CCCC)CCCC)CCC. Given the product [CH2:8]([NH:10][C:11](=[O:12])[O:23][C:22]1[C:21]([O:24][CH2:25][CH3:26])=[CH:20][C:19]([C:27](=[O:29])[CH2:28][Br:30])=[CH:18][C:17]=1[C:13]([CH3:14])([CH3:16])[CH3:15])[CH3:9], predict the reactants needed to synthesize it. (2) Given the product [Br:1][C:2]1[CH:3]=[CH:4][C:5]([C:8]2[N:9]=[C:10]3[CH:15]=[CH:14][C:13]([NH2:16])=[CH:12][N:11]3[CH:19]=2)=[CH:6][CH:7]=1, predict the reactants needed to synthesize it. The reactants are: [Br:1][C:2]1[CH:7]=[CH:6][C:5]([C:8]2[N:9]=[C:10]3[CH:15]=[CH:14][C:13]([N+:16]([O-])=O)=[CH:12][N:11]3[CH:19]=2)=[CH:4][CH:3]=1.[Sn](Cl)Cl.Cl. (3) Given the product [C:1]([O:5][C:6](=[O:25])[N:7]([CH2:9][C:10]1[CH:14]=[C:13]([C:30]2[CH:29]=[CH:28][C:27]([F:26])=[CH:32][C:31]=2[F:33])[NH:12][CH:11]=1)[CH3:8])([CH3:2])([CH3:3])[CH3:4], predict the reactants needed to synthesize it. The reactants are: [C:1]([O:5][C:6](=[O:25])[N:7]([CH2:9][C:10]1[CH:14]=[C:13](Br)[N:12](S(C2C=NC=CC=2)(=O)=O)[CH:11]=1)[CH3:8])([CH3:4])([CH3:3])[CH3:2].[F:26][C:27]1[CH:32]=[C:31]([F:33])[CH:30]=[CH:29][C:28]=1B(O)O.C(=O)([O-])[O-].[Na+].[Na+]. (4) Given the product [Cl:16][C:12]1[N:11]=[C:10]([S:17][CH3:18])[N:9]=[C:8]2[C:13]=1[NH:14][CH:15]=[N:7]2, predict the reactants needed to synthesize it. The reactants are: CC(C)(C)C(OC[N:7]1[CH:15]=[N:14][C:13]2[C:8]1=[N:9][C:10]([S:17][CH3:18])=[N:11][C:12]=2[Cl:16])=O.[OH-].[Na+].